Dataset: Forward reaction prediction with 1.9M reactions from USPTO patents (1976-2016). Task: Predict the product of the given reaction. (1) Given the reactants [NH2:1][C:2]1[CH:3]=[C:4]([OH:9])[CH:5]=[C:6]([Br:8])[CH:7]=1.[F:10][C:11]1[CH:16]=[C:15]([F:17])[CH:14]=[CH:13][C:12]=1[S:18](Cl)(=[O:20])=[O:19], predict the reaction product. The product is: [Br:8][C:6]1[CH:7]=[C:2]([NH:1][S:18]([C:12]2[CH:13]=[CH:14][C:15]([F:17])=[CH:16][C:11]=2[F:10])(=[O:20])=[O:19])[CH:3]=[C:4]([OH:9])[CH:5]=1. (2) Given the reactants [Cl:1][C:2]1[CH:3]=[C:4]([C:8]2[N:13]=[C:12]([C:14]([OH:16])=O)[CH:11]=[CH:10][C:9]=2[CH:17]2[CH2:19][CH2:18]2)[CH:5]=[CH:6][CH:7]=1.Cl.[NH2:21][C@@H:22]([CH2:26][CH:27]1[CH2:29][CH2:28]1)[C:23]([NH2:25])=[O:24], predict the reaction product. The product is: [C:23]([C@@H:22]([NH:21][C:14]([C:12]1[CH:11]=[CH:10][C:9]([CH:17]2[CH2:19][CH2:18]2)=[C:8]([C:4]2[CH:5]=[CH:6][CH:7]=[C:2]([Cl:1])[CH:3]=2)[N:13]=1)=[O:16])[CH2:26][CH:27]1[CH2:29][CH2:28]1)(=[O:24])[NH2:25]. (3) Given the reactants [Cl:1][C:2]1[CH:3]=[C:4]([CH:9]=[CH:10][N:11]=1)[C:5]([NH:7][CH3:8])=[O:6].[C:12]([O:16][C:17]([N:19]1[CH2:24]CN[CH2:21][CH2:20]1)=[O:18])([CH3:15])([CH3:14])[CH3:13].C(Cl)CCl.C1C=CC2N(O)N=NC=2C=1.CCN(CC)CC, predict the reaction product. The product is: [Cl:1][C:2]1[CH:3]=[C:4]([CH:9]=[CH:10][N:11]=1)[C:5]([N:7]1[CH2:21][CH2:20][N:19]([C:17]([O:16][C:12]([CH3:13])([CH3:15])[CH3:14])=[O:18])[CH2:24][CH2:8]1)=[O:6]. (4) Given the reactants F[C:2]1[CH:7]=[C:6]([F:8])[CH:5]=[CH:4][C:3]=1[C:9](=[N:30][OH:31])[CH:10]1[CH2:15][CH2:14][N:13]([CH2:16][CH2:17][C:18]2[C:23](=[O:24])[N:22]3[CH2:25][CH2:26][CH2:27][CH2:28][C:21]3=[N:20][C:19]=2[CH3:29])[CH2:12][CH2:11]1.[OH-].[K+], predict the reaction product. The product is: [F:8][C:6]1[CH:5]=[CH:4][C:3]2[C:9]([CH:10]3[CH2:15][CH2:14][N:13]([CH2:16][CH2:17][C:18]4[C:23](=[O:24])[N:22]5[CH2:25][CH2:26][CH2:27][CH2:28][C:21]5=[N:20][C:19]=4[CH3:29])[CH2:12][CH2:11]3)=[N:30][O:31][C:2]=2[CH:7]=1. (5) Given the reactants [CH3:1][O:2][C:3]1[CH:4]=[C:5]2[C:10](=[CH:11][C:12]=1[O:13][CH3:14])[C:9]([CH3:15])=[N:8][C:7]([C:16]1[CH:17]=[C:18]([CH:20]=[CH:21][CH:22]=1)[NH2:19])=[CH:6]2.CCN(CC)CC.[CH3:30][S:31](Cl)(=[O:33])=[O:32], predict the reaction product. The product is: [CH3:1][O:2][C:3]1[CH:4]=[C:5]2[C:10](=[CH:11][C:12]=1[O:13][CH3:14])[C:9]([CH3:15])=[N:8][C:7]([C:16]1[CH:17]=[C:18]([N:19]([S:31]([CH3:30])(=[O:33])=[O:32])[S:31]([CH3:30])(=[O:33])=[O:32])[CH:20]=[CH:21][CH:22]=1)=[CH:6]2. (6) Given the reactants O[C:2]1([C:17]2[CH:22]=[CH:21][CH:20]=[CH:19][C:18]=2[O:23][CH3:24])[CH2:8][CH:7]2[N:9](C(OC(C)(C)C)=O)[CH:4]([CH2:5][CH2:6]2)[CH2:3]1, predict the reaction product. The product is: [CH3:24][O:23][C:18]1[CH:19]=[CH:20][CH:21]=[CH:22][C:17]=1[C:2]1[CH2:3][CH:4]2[NH:9][CH:7]([CH2:6][CH2:5]2)[CH:8]=1. (7) Given the reactants [Br:1][C:2]1[CH:10]=[CH:9][C:5]([C:6]([OH:8])=O)=[C:4]([CH3:11])[CH:3]=1.[CH3:12][CH2:13][N:14]=C=NCCCN(C)C.C1C=CC2N(O)N=NC=2C=1.C(N(CC)CC)C.Cl.C(N)C, predict the reaction product. The product is: [Br:1][C:2]1[CH:10]=[CH:9][C:5]([C:6]([NH:14][CH2:13][CH3:12])=[O:8])=[C:4]([CH3:11])[CH:3]=1.